Dataset: Full USPTO retrosynthesis dataset with 1.9M reactions from patents (1976-2016). Task: Predict the reactants needed to synthesize the given product. (1) Given the product [OH:25][C:24]1[CH:23]=[C:22]([CH3:26])[N:21]([CH3:27])[C:20](=[O:28])[C:19]=1[C:16](=[O:18])[CH:17]=[CH:10][C:9]1[CH:12]=[CH:13][CH:14]=[C:7]([O:6][CH2:5][C:3]([N:2]([CH3:15])[CH3:1])=[O:4])[CH:8]=1, predict the reactants needed to synthesize it. The reactants are: [CH3:1][N:2]([CH3:15])[C:3]([CH2:5][O:6][C:7]1[CH:8]=[C:9]([CH:12]=[CH:13][CH:14]=1)[CH:10]=O)=[O:4].[C:16]([C:19]1[C:20](=[O:28])[N:21]([CH3:27])[C:22]([CH3:26])=[CH:23][C:24]=1[OH:25])(=[O:18])[CH3:17]. (2) Given the product [CH3:55][C:51]1[N:50]=[C:49]([N:27]2[CH2:28][CH2:29][CH:30]([CH2:33][CH2:34][CH:35]3[CH2:36][CH2:37][N:38]([C:41]([O:43][C:44]([CH3:47])([CH3:46])[CH3:45])=[O:42])[CH2:39][CH2:40]3)[CH2:31][CH2:32]2)[CH:54]=[CH:53][CH:52]=1, predict the reactants needed to synthesize it. The reactants are: C1(P(C2CCCCC2)C2C=CC=CC=2C2C=CC=CC=2)CCCCC1.Cl.[NH:27]1[CH2:32][CH2:31][CH:30]([CH2:33][CH2:34][CH:35]2[CH2:40][CH2:39][N:38]([C:41]([O:43][C:44]([CH3:47])([CH3:46])[CH3:45])=[O:42])[CH2:37][CH2:36]2)[CH2:29][CH2:28]1.Cl[C:49]1[CH:54]=[CH:53][CH:52]=[C:51]([CH3:55])[N:50]=1.CC(C)([O-])C.[Na+].C(=O)([O-])[O-].[Na+].[Na+].